From a dataset of Reaction yield outcomes from USPTO patents with 853,638 reactions. Predict the reaction yield, written as a fraction of the theoretical maximum amount of product (1.0 means a 100% yield; for example, 0.34 means a 34% yield). (1) The reactants are CS(O[CH2:6][CH2:7][S:8]([C:11]1[CH:16]=[CH:15][CH:14]=[C:13]([N+:17]([O-:19])=[O:18])[CH:12]=1)(=[O:10])=[O:9])(=O)=O.[CH2:20]([CH:27]1[CH2:32][CH2:31][NH:30][CH2:29][CH2:28]1)[C:21]1[CH:26]=[CH:25][CH:24]=[CH:23][CH:22]=1.C(=O)([O-])[O-].[K+].[K+]. The catalyst is C(#N)C. The product is [CH2:20]([CH:27]1[CH2:32][CH2:31][N:30]([CH2:6][CH2:7][S:8]([C:11]2[CH:16]=[CH:15][CH:14]=[C:13]([N+:17]([O-:19])=[O:18])[CH:12]=2)(=[O:10])=[O:9])[CH2:29][CH2:28]1)[C:21]1[CH:26]=[CH:25][CH:24]=[CH:23][CH:22]=1. The yield is 0.210. (2) The reactants are [CH3:1][N:2]1[CH2:7][CH2:6][CH:5]([O:8][C:9]2[CH:21]=[CH:20][C:19]3[C:18]4[C:13](=[CH:14][C:15]([O:22][CH:23]5[CH2:28][CH2:27][N:26]([CH3:29])[CH2:25][CH2:24]5)=[CH:16][CH:17]=4)[C:12](=[O:30])[C:11]=3[CH:10]=2)[CH2:4][CH2:3]1.[ClH:31].O1CCOCC1. The catalyst is C(OCC)(=O)C.C(O)C. The product is [ClH:31].[ClH:31].[CH3:29][N:26]1[CH2:27][CH2:28][CH:23]([O:22][C:15]2[CH:16]=[CH:17][C:18]3[C:19]4[C:11](=[CH:10][C:9]([O:8][CH:5]5[CH2:6][CH2:7][N:2]([CH3:1])[CH2:3][CH2:4]5)=[CH:21][CH:20]=4)[C:12](=[O:30])[C:13]=3[CH:14]=2)[CH2:24][CH2:25]1. The yield is 0.570. (3) The yield is 0.360. The product is [N:1]1[C:5]2[CH:6]=[CH:7][CH:8]=[CH:9][C:4]=2[NH:3][C:2]=1[CH2:10][NH:11][C:12]([C:14]1[CH:31]=[CH:30][C:17]2[CH2:18][CH:19]([CH2:25][C:26]([OH:28])=[O:27])[C:20](=[O:24])[N:21]([CH3:23])[CH2:22][C:16]=2[CH:15]=1)=[O:13]. The catalyst is O. The reactants are [N:1]1[C:5]2[CH:6]=[CH:7][CH:8]=[CH:9][C:4]=2[NH:3][C:2]=1[CH2:10][NH:11][C:12]([C:14]1[CH:31]=[CH:30][C:17]2[CH2:18][CH:19]([CH2:25][C:26]([O:28]C)=[O:27])[C:20](=[O:24])[N:21]([CH3:23])[CH2:22][C:16]=2[CH:15]=1)=[O:13].O[Li].O.C1COCC1. (4) The reactants are Cl.[CH:2]([N:5]1[C:9]([C:10]2[N:19]=[C:18]3[N:12]([CH2:13][CH2:14][O:15][C:16]4[CH:23]=[C:22]([CH:24]5[CH2:29][CH2:28][NH:27][CH2:26][CH2:25]5)[CH:21]=[CH:20][C:17]=43)[CH:11]=2)=[N:8][C:7]([CH3:30])=[N:6]1)([CH3:4])[CH3:3].[CH2:31]([O:33][C:34](=[O:39])[C:35](Br)([CH3:37])[CH3:36])[CH3:32].C(=O)([O-])[O-].[Cs+].[Cs+]. The catalyst is CN(C=O)C. The product is [CH2:31]([O:33][C:34](=[O:39])[C:35]([N:27]1[CH2:28][CH2:29][CH:24]([C:22]2[CH:21]=[CH:20][C:17]3[C:18]4[N:12]([CH2:13][CH2:14][O:15][C:16]=3[CH:23]=2)[CH:11]=[C:10]([C:9]2[N:5]([CH:2]([CH3:4])[CH3:3])[N:6]=[C:7]([CH3:30])[N:8]=2)[N:19]=4)[CH2:25][CH2:26]1)([CH3:37])[CH3:36])[CH3:32]. The yield is 0.360. (5) The reactants are [C:1]([O:5][C:6]([N:8]1[CH2:11][C:10](=[CH:12][C:13]2[N:14]([CH3:39])[C:15]3[C:20]([N:21]=2)=[C:19]([N:22]2[CH2:27][CH2:26][O:25][CH2:24][CH2:23]2)[N:18]=[C:17]([N:28]2[C:32]4[CH:33]=[CH:34][CH:35]=[CH:36][C:31]=4[N:30]=[C:29]2[CH2:37][CH3:38])[N:16]=3)[CH2:9]1)=[O:7])([CH3:4])([CH3:3])[CH3:2]. The catalyst is CCO.CC(O)=O.[Pd]. The product is [C:1]([O:5][C:6]([N:8]1[CH2:11][CH:10]([CH2:12][C:13]2[N:14]([CH3:39])[C:15]3[C:20]([N:21]=2)=[C:19]([N:22]2[CH2:23][CH2:24][O:25][CH2:26][CH2:27]2)[N:18]=[C:17]([N:28]2[C:32]4[CH:33]=[CH:34][CH:35]=[CH:36][C:31]=4[N:30]=[C:29]2[CH2:37][CH3:38])[N:16]=3)[CH2:9]1)=[O:7])([CH3:2])([CH3:4])[CH3:3]. The yield is 0.830.